Dataset: Full USPTO retrosynthesis dataset with 1.9M reactions from patents (1976-2016). Task: Predict the reactants needed to synthesize the given product. Given the product [ClH:25].[ClH:25].[CH:1]([N:4]1[CH2:5][CH2:6][N:7]([C:10]2[N:15]=[N:14][C:13]([C:16]3[CH:17]=[CH:18][C:19]([O:22][CH2:26][C:27]([N:29]([CH3:31])[CH3:30])=[O:28])=[CH:20][CH:21]=3)=[CH:12][CH:11]=2)[CH2:8][CH2:9]1)([CH3:3])[CH3:2], predict the reactants needed to synthesize it. The reactants are: [CH:1]([N:4]1[CH2:9][CH2:8][N:7]([C:10]2[N:15]=[N:14][C:13]([C:16]3[CH:21]=[CH:20][C:19]([OH:22])=[CH:18][CH:17]=3)=[CH:12][CH:11]=2)[CH2:6][CH2:5]1)([CH3:3])[CH3:2].[H-].[Na+].[Cl:25][CH2:26][C:27]([N:29]([CH3:31])[CH3:30])=[O:28].